This data is from Full USPTO retrosynthesis dataset with 1.9M reactions from patents (1976-2016). The task is: Predict the reactants needed to synthesize the given product. (1) Given the product [ClH:22].[CH:1]([C:4]1[CH:9]=[CH:8][C:7]([S:10]([C:13]2[CH:18]=[CH:17][CH:16]=[CH:15][CH:14]=2)(=[O:12])=[O:11])=[CH:6][C:5]=1[S:19]([NH:37][CH:35]1[CH2:31][C@H:29]2[N:26]([CH3:27])[C@H:23]([CH2:25][CH2:30]2)[CH2:24]1)(=[O:21])=[O:20])([CH3:3])[CH3:2], predict the reactants needed to synthesize it. The reactants are: [CH:1]([C:4]1[CH:9]=[CH:8][C:7]([S:10]([C:13]2[CH:18]=[CH:17][CH:16]=[CH:15][CH:14]=2)(=[O:12])=[O:11])=[CH:6][C:5]=1[S:19]([Cl:22])(=[O:21])=[O:20])([CH3:3])[CH3:2].[CH:23]([N:26]([CH:29]([CH3:31])[CH3:30])[CH2:27]C)([CH3:25])[CH3:24].ClCCl.[C:35](#[N:37])C. (2) Given the product [C:1]([C:5]1[CH:14]=[CH:13][C:12]2[C:7](=[CH:8][CH:9]=[N:10][C:11]=2[NH2:17])[N:6]=1)([CH3:4])([CH3:3])[CH3:2], predict the reactants needed to synthesize it. The reactants are: [C:1]([C:5]1[CH:14]=[CH:13][C:12]2[C:7](=[CH:8][CH:9]=[N:10][C:11]=2Cl)[N:6]=1)([CH3:4])([CH3:3])[CH3:2].[Cl-].[NH4+:17].O.